From a dataset of NCI-60 drug combinations with 297,098 pairs across 59 cell lines. Regression. Given two drug SMILES strings and cell line genomic features, predict the synergy score measuring deviation from expected non-interaction effect. Drug 1: CN1C(=O)N2C=NC(=C2N=N1)C(=O)N. Drug 2: C1C(C(OC1N2C=NC(=NC2=O)N)CO)O. Cell line: A549. Synergy scores: CSS=-0.524, Synergy_ZIP=0.117, Synergy_Bliss=-0.590, Synergy_Loewe=-2.40, Synergy_HSA=-2.20.